This data is from Experimentally validated miRNA-target interactions with 360,000+ pairs, plus equal number of negative samples. The task is: Binary Classification. Given a miRNA mature sequence and a target amino acid sequence, predict their likelihood of interaction. (1) The miRNA is ssc-miR-187 with sequence UCGUGUCUUGUGUUGCAGCCGG. The protein sequence of the target gene is MGKAKVPASKRAPSSPVAKPGPVKTLTRKKNKKKKRFWKSKAREVSKKPASGPGAVVRPPKAPEDFSQNWKALQEWLLKQKSQAPEKPLVISQMGSKKKPKIIQQNKKETSPQVKGEEMPAGKDQEASRGSVPSGSKMDRRAPVPRTKASGTEHNKKGTKERTNGDIVPERGDIEHKKRKAKEAAPAPPTEEDIWFDDVDPADIEAAIGPEAAKIARKQLGQSEGSVSLSLVKEQAFGGLTRALALDCEMVGVGPKGEESMAARVSIVNQYGKCVYDKYVKPTEPVTDYRTAVSGIRPEN.... Result: 0 (no interaction). (2) The miRNA is hsa-miR-379-3p with sequence UAUGUAACAUGGUCCACUAACU. The protein sequence of the target gene is MAPNIYLVRQRISRLGQRMSGFQINLNPLKEPLGFIKVLEWIASIFAFATCGGFKGQTEIQVNCPPAVTENKTVTATFGYPFRLNEASFQPPPGVNICDVNWKDYVLIGDYSSSAQFYVTFAVFVFLYCIAALLLYVGYTSLYLDSRKLPMIDFVVTLVATFLWLVSTSAWAKALTDIKIATGHNIIDELPPCKKKAVLCYFGSVTSMGSLNVSVIFGFLNMILWGGNAWFVYKETSLHSPSNTSAPHSQGGIPPPTGI. Result: 1 (interaction).